Dataset: Catalyst prediction with 721,799 reactions and 888 catalyst types from USPTO. Task: Predict which catalyst facilitates the given reaction. (1) Reactant: [CH3:1][O:2][CH2:3][C:4]1[N:5]=[C:6]([N:18]([CH2:22][C@@H:23]([NH:35][CH2:36][CH2:37][N:38]2[CH2:43][CH2:42][O:41][CH2:40][CH2:39]2)[CH2:24][C:25]2[CH:30]=[CH:29][C:28]([C:31]([F:34])([F:33])[F:32])=[CH:27][CH:26]=2)C(=O)C)[S:7][C:8]=1[C:9]1[S:10][C:11]2[CH:12]=[N:13][CH:14]=[CH:15][C:16]=2[N:17]=1.C1COCC1.Cl.[OH-].[Na+]. Product: [CH3:1][O:2][CH2:3][C:4]1[N:5]=[C:6]([NH:18][CH2:22][C@@H:23]([NH:35][CH2:36][CH2:37][N:38]2[CH2:39][CH2:40][O:41][CH2:42][CH2:43]2)[CH2:24][C:25]2[CH:26]=[CH:27][C:28]([C:31]([F:33])([F:32])[F:34])=[CH:29][CH:30]=2)[S:7][C:8]=1[C:9]1[S:10][C:11]2[CH:12]=[N:13][CH:14]=[CH:15][C:16]=2[N:17]=1. The catalyst class is: 61. (2) Reactant: [Br:1][C:2]1[C:10]2[O:11][CH2:12][CH2:13][C:9]=2[C:8]2[C:7](=O)[CH2:6][CH2:5][C:4]=2[C:3]=1[Br:15].CCOP(OCC)([CH2:21][C:22]#[N:23])=O.C[O-].[Na+].O. Product: [Br:1][C:2]1[C:10]2[O:11][CH2:12][CH2:13][C:9]=2[C:8]2/[C:7](=[CH:21]/[C:22]#[N:23])/[CH2:6][CH2:5][C:4]=2[C:3]=1[Br:15]. The catalyst class is: 11. (3) Reactant: CC1C=CC(S(O[CH2:12][CH:13]2[O:18][C:17]3[CH:19]=[C:20]([F:23])[CH:21]=[CH:22][C:16]=3[O:15][CH2:14]2)(=O)=O)=CC=1.[CH2:24]([NH2:28])[CH2:25][CH2:26][CH3:27]. Product: [F:23][C:20]1[CH:21]=[CH:22][C:16]2[O:15][CH2:14][CH:13]([CH2:12][NH:28][CH2:24][CH2:25][CH2:26][CH3:27])[O:18][C:17]=2[CH:19]=1. The catalyst class is: 10. (4) Reactant: [CH3:1][C:2]([N:10]1[CH2:15][CH2:14][C:13](=O)[CH2:12][CH2:11]1)([CH3:9])[C:3]([O:5][CH:6]([CH3:8])[CH3:7])=[O:4].[F:17][C:18]([F:34])([F:33])[C:19]1[CH:24]=[CH:23][C:22]([C:25]2[CH:30]=[CH:29][C:28]([CH2:31][NH2:32])=[CH:27][CH:26]=2)=[CH:21][CH:20]=1.C(O[BH-](OC(=O)C)OC(=O)C)(=O)C.[Na+].C(O)(=O)C.C(=O)([O-])[O-].[Na+].[Na+]. The catalyst class is: 26. Product: [CH3:1][C:2]([N:10]1[CH2:15][CH2:14][CH:13]([NH:32][CH2:31][C:28]2[CH:27]=[CH:26][C:25]([C:22]3[CH:23]=[CH:24][C:19]([C:18]([F:17])([F:33])[F:34])=[CH:20][CH:21]=3)=[CH:30][CH:29]=2)[CH2:12][CH2:11]1)([CH3:9])[C:3]([O:5][CH:6]([CH3:8])[CH3:7])=[O:4]. (5) Reactant: [CH3:1][O:2][C:3](=[O:21])[CH2:4][CH:5]1[C:9](=[O:10])[N:8]([CH2:11][C:12]2[CH:17]=[CH:16][C:15]([O:18][CH3:19])=[CH:14][CH:13]=2)[C:7](=[O:20])[NH:6]1.[H-].[Na+].[CH3:24]I. Product: [CH3:1][O:2][C:3](=[O:21])[CH2:4][CH:5]1[C:9](=[O:10])[N:8]([CH2:11][C:12]2[CH:17]=[CH:16][C:15]([O:18][CH3:19])=[CH:14][CH:13]=2)[C:7](=[O:20])[N:6]1[CH3:24]. The catalyst class is: 3.